From a dataset of Reaction yield outcomes from USPTO patents with 853,638 reactions. Predict the reaction yield, written as a fraction of the theoretical maximum amount of product (1.0 means a 100% yield; for example, 0.34 means a 34% yield). The reactants are Br[C:2]1[CH:7]=[CH:6][C:5]([Br:8])=[CH:4][N:3]=1.[OH:9][CH:10]1[CH2:15][CH2:14][NH:13][CH2:12][CH2:11]1.C([O-])([O-])=O.[K+].[K+]. The catalyst is C(O)C. The product is [Br:8][C:5]1[CH:6]=[CH:7][C:2]([N:13]2[CH2:14][CH2:15][CH:10]([OH:9])[CH2:11][CH2:12]2)=[N:3][CH:4]=1. The yield is 0.410.